This data is from CYP2D6 inhibition data for predicting drug metabolism from PubChem BioAssay. The task is: Regression/Classification. Given a drug SMILES string, predict its absorption, distribution, metabolism, or excretion properties. Task type varies by dataset: regression for continuous measurements (e.g., permeability, clearance, half-life) or binary classification for categorical outcomes (e.g., BBB penetration, CYP inhibition). Dataset: cyp2d6_veith. The compound is COC(=O)[C@@]1(Cc2ccc(F)cc2)[C@H]2c3cc(C(=O)N(C)C)n(CCc4ccc(OC)c(Br)c4)c3C[C@H]2CN1C(=O)c1ccccc1. The result is 0 (non-inhibitor).